This data is from Full USPTO retrosynthesis dataset with 1.9M reactions from patents (1976-2016). The task is: Predict the reactants needed to synthesize the given product. (1) Given the product [N:9]1[C:18]2[C:13](=[CH:14][C:15]([O:19][CH:20]([O:24][CH2:25][CH3:26])[C:21]([NH:2][C:3]([CH3:8])([C:4]#[C:5][CH3:6])[CH3:7])=[O:22])=[CH:16][CH:17]=2)[CH:12]=[CH:11][CH:10]=1, predict the reactants needed to synthesize it. The reactants are: Cl.[NH2:2][C:3]([CH3:8])([CH3:7])[C:4]#[C:5][CH3:6].[N:9]1[C:18]2[C:13](=[CH:14][C:15]([O:19][CH:20]([O:24][CH2:25][CH3:26])[C:21](O)=[O:22])=[CH:16][CH:17]=2)[CH:12]=[CH:11][CH:10]=1.Cl.CN(C)CCCN=C=NCC.ON1C2C=CC=CC=2N=N1. (2) The reactants are: [BH4-].[Na+].CO.[CH3:5][O:6][C:7](=[O:32])[CH2:8][O:9][CH2:10][CH2:11][CH2:12][CH2:13][N:14]1[C@@H:19](/[CH:20]=[CH:21]/[C:22](=[O:30])[CH2:23][C:24]2[CH:29]=[CH:28][CH:27]=[CH:26][CH:25]=2)[CH2:18][CH2:17][CH2:16][C:15]1=[O:31]. Given the product [CH3:5][O:6][C:7](=[O:32])[CH2:8][O:9][CH2:10][CH2:11][CH2:12][CH2:13][N:14]1[C:15](=[O:31])[CH2:16][CH2:17][CH2:18][C@@H:19]1/[CH:20]=[CH:21]/[CH:22]([OH:30])[CH2:23][C:24]1[CH:29]=[CH:28][CH:27]=[CH:26][CH:25]=1, predict the reactants needed to synthesize it. (3) The reactants are: C([O-])=O.[NH4+].C([O:12][CH2:13][CH2:14][C:15]([N:17]1[C:26]2[C:21](=[CH:22][CH:23]=[CH:24][CH:25]=2)[CH2:20][CH2:19][CH:18]1[CH2:27][N:28]1[CH2:33][CH2:32][N:31]([C:34]2[CH:39]=[CH:38][CH:37]=[CH:36][C:35]=2[O:40][CH2:41][C:42]([F:45])([F:44])[F:43])[CH2:30][CH2:29]1)=[O:16])C1C=CC=CC=1. Given the product [OH:12][CH2:13][CH2:14][C:15]([N:17]1[C:26]2[C:21](=[CH:22][CH:23]=[CH:24][CH:25]=2)[CH2:20][CH2:19][CH:18]1[CH2:27][N:28]1[CH2:29][CH2:30][N:31]([C:34]2[CH:39]=[CH:38][CH:37]=[CH:36][C:35]=2[O:40][CH2:41][C:42]([F:43])([F:44])[F:45])[CH2:32][CH2:33]1)=[O:16], predict the reactants needed to synthesize it. (4) Given the product [Si:13]([O:20][C:21]1[CH:22]=[CH:23][C:24]([CH2:25]/[C:26](=[C:30](\[C@H:31]2[CH2:32][CH2:33][C@@H:34]([O:37][Si:38]([C:41]([CH3:42])([CH3:43])[CH3:44])([CH3:40])[CH3:39])[CH2:35][CH2:36]2)/[C:29]([O:10][CH3:9])=[O:45])/[C:27]([O:28][CH3:1])=[O:46])=[CH:47][CH:48]=1)([C:16]([CH3:18])([CH3:17])[CH3:19])([CH3:14])[CH3:15], predict the reactants needed to synthesize it. The reactants are: [CH3:1][Si](C=[N+]=[N-])(C)C.C[CH2:9][O:10]CC.[Si:13]([O:20][C:21]1[CH:48]=[CH:47][C:24]([CH2:25][C:26]2[C:27](=[O:46])[O:28][C:29](=[O:45])[C:30]=2[C@H:31]2[CH2:36][CH2:35][C@@H:34]([O:37][Si:38]([C:41]([CH3:44])([CH3:43])[CH3:42])([CH3:40])[CH3:39])[CH2:33][CH2:32]2)=[CH:23][CH:22]=1)([C:16]([CH3:19])([CH3:18])[CH3:17])([CH3:15])[CH3:14]. (5) Given the product [NH2:19][C:10]1[C:9]2[N:8]=[C:7]([CH2:20][CH2:21][CH3:22])[N:6]([CH2:5][CH2:4][CH2:3][O:2][N:1]=[C:24]([CH3:26])[CH3:23])[C:18]=2[C:17]2[CH:16]=[CH:15][CH:14]=[CH:13][C:12]=2[N:11]=1, predict the reactants needed to synthesize it. The reactants are: [NH2:1][O:2][CH2:3][CH2:4][CH2:5][N:6]1[C:18]2[C:17]3[CH:16]=[CH:15][CH:14]=[CH:13][C:12]=3[N:11]=[C:10]([NH2:19])[C:9]=2[N:8]=[C:7]1[CH2:20][CH2:21][CH3:22].[CH3:23][C:24]([CH3:26])=O. (6) Given the product [Cl:23][C:24]1[CH:25]=[CH:26][C:27]([CH2:30][O:31][C:32]2[CH:37]=[CH:36][N:35]([C:2]3[CH:7]=[CH:6][C:5]4[C:8]5[CH2:14][CH2:13][CH2:12][N:11]([C:15]([O:17][C:18]([CH3:21])([CH3:20])[CH3:19])=[O:16])[CH2:10][C:9]=5[S:22][C:4]=4[CH:3]=3)[C:34](=[O:38])[CH:33]=2)=[N:28][CH:29]=1, predict the reactants needed to synthesize it. The reactants are: Br[C:2]1[CH:7]=[CH:6][C:5]2[C:8]3[CH2:14][CH2:13][CH2:12][N:11]([C:15]([O:17][C:18]([CH3:21])([CH3:20])[CH3:19])=[O:16])[CH2:10][C:9]=3[S:22][C:4]=2[CH:3]=1.[Cl:23][C:24]1[CH:25]=[CH:26][C:27]([CH2:30][O:31][C:32]2[CH:37]=[CH:36][NH:35][C:34](=[O:38])[CH:33]=2)=[N:28][CH:29]=1. (7) Given the product [C:23]1([CH:29]([C:33]2[CH:34]=[CH:35][CH:36]=[CH:37][CH:38]=2)[CH2:30][CH2:31][S:1][C:2]2[S:3][C:4]3[CH2:13][C:12]4[C:11]([O:14][CH2:15][C:16]([OH:18])=[O:17])=[CH:10][C:9]([CH3:21])=[C:8]([CH3:22])[C:7]=4[C:5]=3[N:6]=2)[CH:28]=[CH:27][CH:26]=[CH:25][CH:24]=1, predict the reactants needed to synthesize it. The reactants are: [SH:1][C:2]1[S:3][C:4]2[CH2:13][C:12]3[C:11]([O:14][CH2:15][C:16]([O:18]CC)=[O:17])=[CH:10][C:9]([CH3:21])=[C:8]([CH3:22])[C:7]=3[C:5]=2[N:6]=1.[C:23]1([CH:29]([C:33]2[CH:38]=[CH:37][CH:36]=[CH:35][CH:34]=2)[CH2:30][CH2:31]I)[CH:28]=[CH:27][CH:26]=[CH:25][CH:24]=1. (8) Given the product [F:1][C:2]1[CH:7]=[CH:6][C:5]([O:8][CH2:33][C:34]([O:36][CH:37]([CH3:39])[CH3:38])=[O:35])=[C:4]([CH3:9])[C:3]=1[NH:10][CH2:11][C:12]1[CH:17]=[C:16]([C:18]2[CH:23]=[CH:22][CH:21]=[C:20]([F:24])[CH:19]=2)[CH:15]=[CH:14][C:13]=1[F:25], predict the reactants needed to synthesize it. The reactants are: [F:1][C:2]1[CH:7]=[CH:6][C:5]([OH:8])=[C:4]([CH3:9])[C:3]=1[NH:10][CH2:11][C:12]1[CH:17]=[C:16]([C:18]2[CH:23]=[CH:22][CH:21]=[C:20]([F:24])[CH:19]=2)[CH:15]=[CH:14][C:13]=1[F:25].C([O-])([O-])=O.[Cs+].[Cs+].Br[CH2:33][C:34]([O:36][CH:37]([CH3:39])[CH3:38])=[O:35].O. (9) Given the product [C:42]([C:41]1[CH:40]=[CH:39][C:38]([CH:35]2[CH2:36][CH2:37][N:32]([C:22]([C:21]3[C:20]([CH3:26])=[CH:19][C:18]([CH:27]4[CH2:30][CH2:29][CH2:28]4)=[C:17]([C:15]4[NH:16][C:10]5[CH2:9][N:8]([C:6]([O:5][C:1]([CH3:2])([CH3:3])[CH3:4])=[O:7])[CH2:13][CH2:12][C:11]=5[N:14]=4)[CH:25]=3)=[O:24])[CH2:33][CH2:34]2)=[CH:45][CH:44]=1)#[N:43], predict the reactants needed to synthesize it. The reactants are: [C:1]([O:5][C:6]([N:8]1[CH2:13][CH2:12][C:11]2[N:14]=[C:15]([C:17]3[C:18]([CH:27]4[CH2:30][CH2:29][CH2:28]4)=[CH:19][C:20]([CH3:26])=[C:21]([CH:25]=3)[C:22]([OH:24])=O)[NH:16][C:10]=2[CH2:9]1)=[O:7])([CH3:4])([CH3:3])[CH3:2].Cl.[NH:32]1[CH2:37][CH2:36][CH:35]([C:38]2[CH:45]=[CH:44][C:41]([C:42]#[N:43])=[CH:40][CH:39]=2)[CH2:34][CH2:33]1.CCN=C=NCCCN(C)C.Cl.